Predict the reactants needed to synthesize the given product. From a dataset of Full USPTO retrosynthesis dataset with 1.9M reactions from patents (1976-2016). (1) The reactants are: [F:1][C:2]1[CH:3]=[C:4]([N:25]2[CH2:29][C@H:28]([CH2:30][NH:31][C:32](=[O:34])[CH3:33])[O:27][C:26]2=[O:35])[CH:5]=[CH:6][C:7]=1[N:8]1[CH2:13][CH2:12][CH:11]([N:14]2[N:18]=[N:17][C:16]([N:19]3[CH2:24][CH2:23][NH:22][CH2:21][CH2:20]3)=[N:15]2)[CH2:10][CH2:9]1.[C:36](OC(=O)C)(=[O:38])[CH3:37].C(N(CC)CC)C. Given the product [C:36]([N:22]1[CH2:21][CH2:20][N:19]([C:16]2[N:17]=[N:18][N:14]([CH:11]3[CH2:12][CH2:13][N:8]([C:7]4[CH:6]=[CH:5][C:4]([N:25]5[CH2:29][C@H:28]([CH2:30][NH:31][C:32](=[O:34])[CH3:33])[O:27][C:26]5=[O:35])=[CH:3][C:2]=4[F:1])[CH2:9][CH2:10]3)[N:15]=2)[CH2:24][CH2:23]1)(=[O:38])[CH3:37], predict the reactants needed to synthesize it. (2) The reactants are: [C:1]([N:4]1[CH2:9][CH2:8][CH:7]([C:10]([N:12]2[CH2:17][CH2:16][C@@H:15]([NH:18][CH3:19])[C@H:14]([C:20]3[CH:25]=[CH:24][C:23]([Cl:26])=[C:22]([Cl:27])[CH:21]=3)[CH2:13]2)=[O:11])[CH2:6][CH2:5]1)(=[O:3])[CH3:2].[C:28]1([C:34]2[CH:35]=[C:36]([C:43]([OH:45])=O)[S:37][C:38]=2[C:39]([F:42])([F:41])[F:40])[CH:33]=[CH:32][CH:31]=[CH:30][CH:29]=1. Given the product [C:1]([N:4]1[CH2:5][CH2:6][CH:7]([C:10]([N:12]2[CH2:17][CH2:16][C@@H:15]([N:18]([CH3:19])[C:43]([C:36]3[S:37][C:38]([C:39]([F:40])([F:41])[F:42])=[C:34]([C:28]4[CH:29]=[CH:30][CH:31]=[CH:32][CH:33]=4)[CH:35]=3)=[O:45])[C@H:14]([C:20]3[CH:25]=[CH:24][C:23]([Cl:26])=[C:22]([Cl:27])[CH:21]=3)[CH2:13]2)=[O:11])[CH2:8][CH2:9]1)(=[O:3])[CH3:2], predict the reactants needed to synthesize it. (3) The reactants are: [Cl:1][C:2]1[CH:3]=[C:4]([NH:10][C:11]2[N:16]=[C:15](Cl)[N:14]=[C:13]([Cl:18])[N:12]=2)[CH:5]=[CH:6][C:7]=1[O:8][CH3:9].[CH:19]1([NH2:22])[CH2:21][CH2:20]1.[OH-].[Na+].OP([O-])(O)=O.[K+]. Given the product [Cl:18][C:13]1[N:12]=[C:11]([NH:10][C:4]2[CH:5]=[CH:6][C:7]([O:8][CH3:9])=[C:2]([Cl:1])[CH:3]=2)[N:16]=[C:15]([NH:22][CH:19]2[CH2:21][CH2:20]2)[N:14]=1, predict the reactants needed to synthesize it. (4) Given the product [Cl:1][C:2]1[CH:19]=[C:18]([NH:20][C:21]2[CH:26]=[CH:25][C:24]([F:27])=[CH:23][C:22]=2[F:28])[CH:17]=[CH:16][C:3]=1[C:4]([C:6]1[CH:7]=[C:8]([CH:12]=[CH:13][C:14]=1[CH3:15])[C:9]([NH:30][N:31]1[CH2:36][CH2:35][O:34][CH2:33][CH2:32]1)=[O:10])=[O:5], predict the reactants needed to synthesize it. The reactants are: [Cl:1][C:2]1[CH:19]=[C:18]([NH:20][C:21]2[CH:26]=[CH:25][C:24]([F:27])=[CH:23][C:22]=2[F:28])[CH:17]=[CH:16][C:3]=1[C:4]([C:6]1[CH:7]=[C:8]([CH:12]=[CH:13][C:14]=1[CH3:15])[C:9](O)=[O:10])=[O:5].Cl.[NH2:30][N:31]1[CH2:36][CH2:35][O:34][CH2:33][CH2:32]1.